From a dataset of Reaction yield outcomes from USPTO patents with 853,638 reactions. Predict the reaction yield, written as a fraction of the theoretical maximum amount of product (1.0 means a 100% yield; for example, 0.34 means a 34% yield). (1) The yield is 0.800. The product is [CH:1]([C:3]1[CH:11]=[CH:10][C:6]([C:7]([O:9][CH2:18][CH3:19])=[O:8])=[C:5]([CH3:12])[CH:4]=1)=[O:2]. No catalyst specified. The reactants are [CH:1]([C:3]1[CH:11]=[CH:10][C:6]([C:7]([OH:9])=[O:8])=[C:5]([CH3:12])[CH:4]=1)=[O:2].S(=O)(=O)(O)O.[CH2:18](O)[CH3:19]. (2) The reactants are [CH:1]([C:3]1[C:7]2[NH:8][C:9]([C:11]([OH:13])=[O:12])=[CH:10][C:6]=2[O:5][CH:4]=1)=O.Cl.[NH2:15]O. The catalyst is CN(C=O)C. The product is [C:1]([C:3]1[C:7]2[NH:8][C:9]([C:11]([OH:13])=[O:12])=[CH:10][C:6]=2[O:5][CH:4]=1)#[N:15]. The yield is 0.0210. (3) The reactants are C1C2C(COC([NH:18][C@@H:19]([CH2:34][C:35]3[C:43]4[C:38](=[CH:39][CH:40]=[CH:41][CH:42]=4)[NH:37][CH:36]=3)[C:20]([NH:22][C@@H:23]([CH2:27][S:28][S:29][C:30]([CH3:33])([CH3:32])[CH3:31])[C:24]([OH:26])=[O:25])=[O:21])=O)C3C(=CC=CC=3)C=2C=CC=1.C1CCN2C(=NCCC2)CC1. The catalyst is CN(C)C=O. The product is [NH2:18][C@@H:19]([CH2:34][C:35]1[C:43]2[C:38](=[CH:39][CH:40]=[CH:41][CH:42]=2)[NH:37][CH:36]=1)[C:20]([NH:22][C@@H:23]([CH2:27][S:28][S:29][C:30]([CH3:32])([CH3:31])[CH3:33])[C:24]([OH:26])=[O:25])=[O:21]. The yield is 0.910.